This data is from Full USPTO retrosynthesis dataset with 1.9M reactions from patents (1976-2016). The task is: Predict the reactants needed to synthesize the given product. Given the product [C:12]([C:10]1[CH:11]=[C:7]([NH:6][C:5]([NH:52][C@@H:45]2[C:46]3[C:51](=[CH:50][CH:49]=[CH:48][CH:47]=3)[C@H:42]([O:41][C:38]3[CH:39]=[CH:40][C:35]4[N:36]([C:32]([N:29]5[CH2:28][CH2:27][CH:26]([CH2:25][O:24][Si:23]([CH:20]([CH3:22])[CH3:21])([CH:56]([CH3:58])[CH3:57])[CH:53]([CH3:55])[CH3:54])[CH2:31][CH2:30]5)=[N:33][N:34]=4)[CH:37]=3)[CH2:43][CH2:44]2)=[O:17])[N:8]([CH3:16])[N:9]=1)([CH3:13])([CH3:14])[CH3:15], predict the reactants needed to synthesize it. The reactants are: ClC(Cl)(Cl)CO[C:5](=[O:17])[NH:6][C:7]1[N:8]([CH3:16])[N:9]=[C:10]([C:12]([CH3:15])([CH3:14])[CH3:13])[CH:11]=1.[CH:20]([Si:23]([CH:56]([CH3:58])[CH3:57])([CH:53]([CH3:55])[CH3:54])[O:24][CH2:25][CH:26]1[CH2:31][CH2:30][N:29]([C:32]2[N:36]3[CH:37]=[C:38]([O:41][C@H:42]4[C:51]5[C:46](=[CH:47][CH:48]=[CH:49][CH:50]=5)[C@@H:45]([NH2:52])[CH2:44][CH2:43]4)[CH:39]=[CH:40][C:35]3=[N:34][N:33]=2)[CH2:28][CH2:27]1)([CH3:22])[CH3:21].CCN(C(C)C)C(C)C.